From a dataset of Catalyst prediction with 721,799 reactions and 888 catalyst types from USPTO. Predict which catalyst facilitates the given reaction. (1) Reactant: C[O:2][C:3](=[O:21])[C:4]1[CH:9]=[CH:8][C:7]([Br:10])=[C:6]([O:11][CH2:12][CH2:13][C:14]2[CH:15]=[C:16]([CH3:20])[CH:17]=[CH:18][CH:19]=2)[CH:5]=1.[OH-].[Li+]. Product: [Br:10][C:7]1[CH:8]=[CH:9][C:4]([C:3]([OH:21])=[O:2])=[CH:5][C:6]=1[O:11][CH2:12][CH2:13][C:14]1[CH:15]=[C:16]([CH3:20])[CH:17]=[CH:18][CH:19]=1. The catalyst class is: 12. (2) Reactant: [Cl:1][C:2]1[CH:3]=[CH:4][C:5]([C:25]#[N:26])=[C:6]([C:8]2[C:13]([O:14][CH3:15])=[CH:12][N:11]([CH:16]([CH2:20][CH2:21][O:22][CH3:23])[C:17]([OH:19])=O)[C:10](=[O:24])[CH:9]=2)[CH:7]=1.[CH2:27]([C:29]1[N:33]2[CH:34]=[C:35]([NH2:38])[CH:36]=[CH:37][C:32]2=[N:31][N:30]=1)[CH3:28].C(N(CC)CC)C.C(P1(=O)OP(CCC)(=O)OP(CCC)(=O)O1)CC. Product: [Cl:1][C:2]1[CH:3]=[CH:4][C:5]([C:25]#[N:26])=[C:6]([C:8]2[C:13]([O:14][CH3:15])=[CH:12][N:11]([CH:16]([CH2:20][CH2:21][O:22][CH3:23])[C:17]([NH:38][C:35]3[CH:36]=[CH:37][C:32]4[N:33]([C:29]([CH2:27][CH3:28])=[N:30][N:31]=4)[CH:34]=3)=[O:19])[C:10](=[O:24])[CH:9]=2)[CH:7]=1. The catalyst class is: 288. (3) Reactant: [C:1]1([C:7]2[CH:8]=[CH:9][C:10]([NH2:13])=[N:11][CH:12]=2)[CH:6]=[CH:5][CH:4]=[CH:3][CH:2]=1.Br[CH2:15][C:16]([C:18]1[CH:23]=[CH:22][C:21]([Br:24])=[CH:20][CH:19]=1)=O.C(=O)([O-])O.[Na+]. Product: [Br:24][C:21]1[CH:22]=[CH:23][C:18]([C:16]2[N:13]=[C:10]3[CH:9]=[CH:8][C:7]([C:1]4[CH:2]=[CH:3][CH:4]=[CH:5][CH:6]=4)=[CH:12][N:11]3[CH:15]=2)=[CH:19][CH:20]=1. The catalyst class is: 8. (4) Product: [CH2:8]([NH:7][CH:1]1[CH2:6][CH2:5][CH2:4][CH2:3][CH2:2]1)[CH:9]([CH3:11])[CH3:10]. The catalyst class is: 5. Reactant: [CH:1]1([NH2:7])[CH2:6][CH2:5][CH2:4][CH2:3][CH2:2]1.[CH:8](=O)[CH:9]([CH3:11])[CH3:10].[BH4-].[Na+].